This data is from Forward reaction prediction with 1.9M reactions from USPTO patents (1976-2016). The task is: Predict the product of the given reaction. (1) Given the reactants [CH:1]([O:8][CH2:9][CH3:10])([O:5]CC)OCC.[F:11][CH:12]([F:21])[C:13](=[O:20])[CH2:14][C:15]([O:17][CH2:18][CH3:19])=O, predict the reaction product. The product is: [CH2:9]([O:8][C:1](=[O:5])/[C:14](=[CH:15]\[O:17][CH2:18][CH3:19])/[C:13](=[O:20])[CH:12]([F:21])[F:11])[CH3:10]. (2) Given the reactants [Cl:1][C:2]1[CH:8]=[C:7]([O:9][C:10]2[C:19]3[C:14](=[CH:15][C:16]([O:22][CH3:23])=[C:17]([O:20][CH3:21])[CH:18]=3)[N:13]=[CH:12][N:11]=2)[CH:6]=[CH:5][C:3]=1[NH2:4].ClC(Cl)(O[C:28](=[O:34])OC(Cl)(Cl)Cl)Cl.Cl.[CH2:37]([NH2:40])[C:38]#[CH:39], predict the reaction product. The product is: [Cl:1][C:2]1[CH:8]=[C:7]([O:9][C:10]2[C:19]3[C:14](=[CH:15][C:16]([O:22][CH3:23])=[C:17]([O:20][CH3:21])[CH:18]=3)[N:13]=[CH:12][N:11]=2)[CH:6]=[CH:5][C:3]=1[NH:4][C:28]([NH:40][CH2:37][C:38]#[CH:39])=[O:34]. (3) Given the reactants [Br:1][C:2]1[CH:3]=[C:4]2[C:8](=[CH:9][CH:10]=1)[N:7]([CH2:11][CH2:12][CH2:13][OH:14])[N:6]=[CH:5]2.N1C=CN=C1.[Si:20](Cl)([C:33]([CH3:36])([CH3:35])[CH3:34])([C:27]1[CH:32]=[CH:31][CH:30]=[CH:29][CH:28]=1)[C:21]1[CH:26]=[CH:25][CH:24]=[CH:23][CH:22]=1, predict the reaction product. The product is: [Br:1][C:2]1[CH:3]=[C:4]2[C:8](=[CH:9][CH:10]=1)[N:7]([CH2:11][CH2:12][CH2:13][O:14][Si:20]([C:33]([CH3:36])([CH3:35])[CH3:34])([C:27]1[CH:28]=[CH:29][CH:30]=[CH:31][CH:32]=1)[C:21]1[CH:26]=[CH:25][CH:24]=[CH:23][CH:22]=1)[N:6]=[CH:5]2. (4) The product is: [Cl:1][C:2]1[CH:3]=[C:4]([C:9]2[CH:30]=[CH:29][C:12]3[NH:13][C:14]([NH:16][C:17]([C:19]4[N:20]=[C:21]5[CH:26]=[CH:25][CH:24]=[C:23]([N:31]6[CH2:35][CH2:34][C@@H:33]([OH:36])[CH2:32]6)[N:22]5[CH:28]=4)=[O:18])=[N:15][C:11]=3[CH:10]=2)[CH:5]=[C:6]([F:8])[CH:7]=1. Given the reactants [Cl:1][C:2]1[CH:3]=[C:4]([C:9]2[CH:30]=[CH:29][C:12]3[NH:13][C:14]([NH:16][C:17]([C:19]4[N:20]=[C:21]5[CH:26]=[CH:25][CH:24]=[C:23](Cl)[N:22]5[CH:28]=4)=[O:18])=[N:15][C:11]=3[CH:10]=2)[CH:5]=[C:6]([F:8])[CH:7]=1.[NH:31]1[CH2:35][CH2:34][C@@H:33]([OH:36])[CH2:32]1, predict the reaction product. (5) The product is: [CH2:26]([N:16]1[CH:17]=[C:18]([C:20](=[O:25])[CH2:21][CH:22]([CH3:23])[CH3:24])[CH:19]=[C:15]1[C:13]([C:10]1[CH:11]=[CH:12][C:7]([O:6][CH2:4][CH2:3][CH:2]([CH3:1])[CH3:38])=[C:8]([CH2:31][CH2:32][C:33]([O:35][CH2:36][CH2:37][CH:49]([CH3:50])[CH3:48])=[O:34])[CH:9]=1)=[O:14])[CH2:27][CH:28]([CH3:29])[CH3:30]. Given the reactants [CH3:1][CH:2]([CH3:38])[CH2:3][C:4]([O:6][C:7]1[CH:12]=[CH:11][C:10]([C:13]([C:15]2[N:16]([CH2:26][CH2:27][CH:28]([CH3:30])[CH3:29])[CH:17]=[C:18]([C:20](=[O:25])[CH2:21][CH:22]([CH3:24])[CH3:23])[CH:19]=2)=[O:14])=[CH:9][C:8]=1[CH2:31][CH2:32][C:33]([O:35][CH2:36][CH3:37])=[O:34])=O.[OH-].[Na+].Cl.C(=O)([O-])[O-].[K+].[K+].[CH2:48](I)[CH2:49][CH:50](C)C, predict the reaction product. (6) Given the reactants [CH2:1]([NH:4][C:5](=[S:8])[NH:6][NH2:7])[CH:2]=[CH2:3].[Cl:9][CH2:10][C:11](=O)[C:12]([CH3:15])([CH3:14])[CH3:13], predict the reaction product. The product is: [ClH:9].[C:12]([C:11]1[N:4]([CH2:1][CH:2]=[CH2:3])[C:5](=[N:6][NH2:7])[S:8][CH:10]=1)([CH3:15])([CH3:14])[CH3:13].